From a dataset of Catalyst prediction with 721,799 reactions and 888 catalyst types from USPTO. Predict which catalyst facilitates the given reaction. Reactant: [CH3:1][O:2][CH2:3][CH:4]1[CH2:8][CH2:7][CH2:6][N:5]1[C:9]1[CH:14]=[CH:13][CH:12]=[C:11]([N+:15]([O-])=O)[CH:10]=1. Product: [CH3:1][O:2][CH2:3][CH:4]1[CH2:8][CH2:7][CH2:6][N:5]1[C:9]1[CH:10]=[C:11]([CH:12]=[CH:13][CH:14]=1)[NH2:15]. The catalyst class is: 19.